Predict which catalyst facilitates the given reaction. From a dataset of Catalyst prediction with 721,799 reactions and 888 catalyst types from USPTO. (1) Reactant: [Cl:1][C:2]1[CH:15]=[CH:14][CH:13]=[CH:12][C:3]=1[CH2:4][C:5]1[N:9]([CH3:10])[C:8]([NH2:11])=[N:7][CH:6]=1.[C:16]1([CH:22]([CH2:26][CH3:27])[C:23](O)=[O:24])[CH:21]=[CH:20][CH:19]=[CH:18][CH:17]=1.C(N(CC)CC)C.F[P-](F)(F)(F)(F)F.N1(OC(N(C)C)=[N+](C)C)C2N=CC=CC=2N=N1. Product: [Cl:1][C:2]1[CH:15]=[CH:14][CH:13]=[CH:12][C:3]=1[CH2:4][C:5]1[N:9]([CH3:10])[C:8]([NH:11][C:23](=[O:24])[CH:22]([C:16]2[CH:21]=[CH:20][CH:19]=[CH:18][CH:17]=2)[CH2:26][CH3:27])=[N:7][CH:6]=1. The catalyst class is: 9. (2) Reactant: [N:1]1[CH:6]=[CH:5][CH:4]=[CH:3][C:2]=1[C:7]1[C:11]([C:12]([F:15])([F:14])[F:13])=[C:10]([C:16]2(O)[O:20][N:19]=[C:18]3[C:21]4[C:26]([CH2:27][CH2:28][CH:17]23)=[CH:25][C:24]([CH:29]=[CH2:30])=[CH:23][CH:22]=4)[O:9][N:8]=1.S(Cl)(Cl)=O.N1C=CC=CC=1. Product: [N:1]1[CH:6]=[CH:5][CH:4]=[CH:3][C:2]=1[C:7]1[C:11]([C:12]([F:14])([F:15])[F:13])=[C:10]([C:16]2[O:20][N:19]=[C:18]3[C:21]4[C:26]([CH2:27][CH2:28][C:17]=23)=[CH:25][C:24]([CH:29]=[CH2:30])=[CH:23][CH:22]=4)[O:9][N:8]=1. The catalyst class is: 11. (3) Reactant: I[C:2]1[CH:7]=[CH:6][C:5]([O:8][CH3:9])=[CH:4][C:3]=1[OH:10].[CH2:11]([N:18]1[CH:22]=[C:21]([C:23]#[CH:24])[CH:20]=[N:19]1)[C:12]1[CH:17]=[CH:16][CH:15]=[CH:14][CH:13]=1.[CH3:25][O:26][C:27]1[CH:28]=[C:29](I)[CH:30]=[C:31]([O:35][CH3:36])[C:32]=1[O:33][CH3:34].[C:38](=O)([O-])[O-:39].[K+].[K+]. Product: [CH2:11]([N:18]1[CH:22]=[C:21]([C:23]2[O:10][C:3]3[CH:4]=[C:5]([O:8][CH3:9])[CH:6]=[CH:7][C:2]=3[C:24]=2[C:38]([C:29]2[CH:28]=[C:27]([O:26][CH3:25])[C:32]([O:33][CH3:34])=[C:31]([O:35][CH3:36])[CH:30]=2)=[O:39])[CH:20]=[N:19]1)[C:12]1[CH:13]=[CH:14][CH:15]=[CH:16][CH:17]=1. The catalyst class is: 125. (4) Reactant: [CH:1]1([NH:4][C:5](=[O:24])[C:6]2[CH:11]=[CH:10][C:9]([CH3:12])=[C:8]([C:13]3[CH:14]=[C:15]4[C:20](=[CH:21][CH:22]=3)[C:19](=[O:23])[NH:18][CH:17]=[CH:16]4)[CH:7]=2)[CH2:3][CH2:2]1.[H-].[Na+].[Br:27][C:28]1[CH:33]=[CH:32][C:31]([CH2:34]Br)=[CH:30][N:29]=1. Product: [Br:27][C:28]1[N:29]=[CH:30][C:31]([CH2:34][N:18]2[CH:17]=[CH:16][C:15]3[C:20](=[CH:21][CH:22]=[C:13]([C:8]4[CH:7]=[C:6]([CH:11]=[CH:10][C:9]=4[CH3:12])[C:5]([NH:4][CH:1]4[CH2:2][CH2:3]4)=[O:24])[CH:14]=3)[C:19]2=[O:23])=[CH:32][CH:33]=1. The catalyst class is: 3. (5) Reactant: [Si:1]([O:8][C:9]1([C:12]2[CH:17]=[CH:16][C:15]([CH:18]([CH3:22])[C:19]([OH:21])=O)=[CH:14][C:13]=2[F:23])[CH2:11][CH2:10]1)([C:4]([CH3:7])([CH3:6])[CH3:5])([CH3:3])[CH3:2].CCN(C(C)C)C(C)C.CCN=C=NCCCN(C)C.Cl.C1C=CC2N(O)N=NC=2C=1.[Cl:55][C:56]1[CH:57]=[C:58]([N:62]2[C:66]([CH2:67][NH2:68])=[CH:65][C:64]([C:69]([F:72])([F:71])[F:70])=[N:63]2)[CH:59]=[CH:60][CH:61]=1. Product: [Si:1]([O:8][C:9]1([C:12]2[CH:17]=[CH:16][C:15]([CH:18]([CH3:22])[C:19]([NH:68][CH2:67][C:66]3[N:62]([C:58]4[CH:59]=[CH:60][CH:61]=[C:56]([Cl:55])[CH:57]=4)[N:63]=[C:64]([C:69]([F:72])([F:71])[F:70])[CH:65]=3)=[O:21])=[CH:14][C:13]=2[F:23])[CH2:10][CH2:11]1)([C:4]([CH3:7])([CH3:5])[CH3:6])([CH3:2])[CH3:3]. The catalyst class is: 2. (6) Reactant: [N+:1]([C:4]1[CH:14]=[CH:13][CH:12]=[C:6]2[C:7]([O:9][C:10](=[O:11])[C:5]=12)=O)([O-:3])=[O:2].[F:15][CH:16]([F:26])[O:17][C:18]1[CH:24]=[CH:23][C:21]([NH2:22])=[C:20]([CH3:25])[CH:19]=1. Product: [F:15][CH:16]([F:26])[O:17][C:18]1[CH:24]=[CH:23][C:21]([N:22]2[C:10](=[O:11])[C:5]3=[C:4]([N+:1]([O-:3])=[O:2])[CH:14]=[CH:13][CH:12]=[C:6]3[C:7]2=[O:9])=[C:20]([CH3:25])[CH:19]=1. The catalyst class is: 15. (7) Reactant: [CH3:1][N:2]1[C:10]2[C:5](=[CH:6][C:7]([N+:11]([O-])=O)=[CH:8][CH:9]=2)[CH:4]=[C:3]1[CH3:14].C1COCC1. Product: [CH3:1][N:2]1[C:10]2[C:5](=[CH:6][C:7]([NH2:11])=[CH:8][CH:9]=2)[CH:4]=[C:3]1[CH3:14]. The catalyst class is: 43. (8) Reactant: [CH3:1][C:2]1[CH:18]=[CH:17][C:5]([CH2:6][S:7]([CH2:10][CH2:11][N:12]2[CH2:16][CH2:15][CH2:14][CH2:13]2)(=[O:9])=[O:8])=[CH:4][CH:3]=1.[CH3:19][I:20]. Product: [I-:20].[CH3:19][N+:12]1([CH2:11][CH2:10][S:7]([CH2:6][C:5]2[CH:4]=[CH:3][C:2]([CH3:1])=[CH:18][CH:17]=2)(=[O:8])=[O:9])[CH2:13][CH2:14][CH2:15][CH2:16]1. The catalyst class is: 2. (9) Reactant: [NH2:1][C:2]1[CH:10]=[CH:9][C:8]([CH3:11])=[CH:7][C:3]=1[C:4]([OH:6])=[O:5].ClC1C=[CH:16][S:15][C:14]=1C(OCCCCCCCC)=O.[C:29]1([CH3:35])[CH:34]=[CH:33][CH:32]=[CH:31][CH:30]=1. Product: [CH2:14]([S:15][C:16]1[O:5][C:4](=[O:6])[C:3]2[CH:7]=[C:8]([CH3:11])[CH:9]=[CH:10][C:2]=2[N:1]=1)[CH2:30][CH2:31][CH2:32][CH2:33][CH2:34][CH2:29][CH3:35]. The catalyst class is: 300.